Dataset: Full USPTO retrosynthesis dataset with 1.9M reactions from patents (1976-2016). Task: Predict the reactants needed to synthesize the given product. (1) Given the product [F:27][C:28]([F:43])([F:42])[C:29]1[CH:30]=[C:31]([C:32]([N:8]2[CH2:13][CH2:12][C@H:11]([N:22]3[CH2:26][CH2:25][CH2:24][CH2:23]3)[C@H:10]([C:15]3[CH:16]=[CH:17][C:18]([F:21])=[CH:19][CH:20]=3)[CH2:9]2)=[O:33])[CH:35]=[C:36]([C:38]([F:41])([F:40])[F:39])[CH:37]=1, predict the reactants needed to synthesize it. The reactants are: C([N:8]1[CH2:13][CH2:12][C:11](=O)[CH:10]([C:15]2[CH:20]=[CH:19][C:18]([F:21])=[CH:17][CH:16]=2)[CH2:9]1)C1C=CC=CC=1.[NH:22]1[CH2:26][CH2:25][CH2:24][CH2:23]1.[F:27][C:28]([F:43])([F:42])[C:29]1[CH:30]=[C:31]([CH:35]=[C:36]([C:38]([F:41])([F:40])[F:39])[CH:37]=1)[C:32](Cl)=[O:33]. (2) Given the product [CH2:34]1[C:42]2[CH:41]=[CH:40][N:39]=[CH:38][C:37]=2[CH2:36][N:35]1[C:10]([NH:17][CH2:18][CH2:26][CH2:25][CH2:24][CH:20]1[CH2:21][N:22]([C:27]([O:29][C:30]([CH3:31])([CH3:32])[CH3:33])=[O:28])[CH2:23]1)=[O:11], predict the reactants needed to synthesize it. The reactants are: NCCCCC1CN([C:10](OCCCC)=[O:11])C1.[NH2:17][C:18]1C=[C:20]2[C:24](=[CH:25][CH:26]=1)[CH2:23][N:22]([C:27]([O:29][C:30]([CH3:33])([CH3:32])[CH3:31])=[O:28])[CH2:21]2.[CH2:34]1[C:42]2[CH:41]=[CH:40][N:39]=[CH:38][C:37]=2[CH2:36][NH:35]1.C1C2C(=CC=CC=2)CN1. (3) Given the product [Cl:1][C:2]1[C:3]([C:4]#[N:5])=[C:6]([S:10][S:10][C:6]2[CH:7]=[CH:8][CH:9]=[C:2]([Cl:1])[C:3]=2[C:4]#[N:5])[CH:7]=[CH:8][CH:9]=1, predict the reactants needed to synthesize it. The reactants are: [Cl:1][C:2]1[CH:9]=[CH:8][CH:7]=[C:6]([SH:10])[C:3]=1[C:4]#[N:5]. (4) Given the product [C:6]([O:54][C@@H:15]1[C:14](=[O:32])[N:13]2[C@:9]([N:7]=[C:8]=[O:52])([CH2:10][C@@H:11]([O:33][C:34]3[C:43]4[C:38](=[CH:39][C:40]([O:44][CH3:45])=[CH:41][CH:42]=4)[N:37]=[C:36]([C:46]4[CH:51]=[CH:50][CH:49]=[CH:48][CH:47]=4)[CH:35]=3)[CH2:12]2)[C:8](=[O:52])[NH:7][C@@:6]2([C:4]([OH:3])=[O:5])[C@@H:22]([CH2:23]2)[CH:21]=[CH:20][CH2:19][CH2:18][CH2:17][CH2:16]1)([CH3:23])([CH3:22])[CH3:4], predict the reactants needed to synthesize it. The reactants are: C([O:3][C:4]([C@@:6]12[CH2:23][C@H:22]1[CH:21]=[CH:20][CH2:19][CH2:18][CH2:17][CH2:16][C@H:15](NC(OC(C)(C)C)=O)[C:14](=[O:32])[N:13]1[C@@H:9]([CH2:10][C@@H:11]([O:33][C:34]3[C:43]4[C:38](=[CH:39][C:40]([O:44][CH3:45])=[CH:41][CH:42]=4)[N:37]=[C:36]([C:46]4[CH:51]=[CH:50][CH:49]=[CH:48][CH:47]=4)[CH:35]=3)[CH2:12]1)[C:8](=[O:52])[NH:7]2)=[O:5])C.[Li+].[OH-:54]. (5) Given the product [F:22][C:23]1[CH:40]=[CH:39][C:26]2[S:27][C:28]([C:2]3[N:6]4[N:7]=[C:8]([NH:11][C:12]5[CH:17]=[CH:16][C:15]([O:18][CH3:19])=[C:14]([O:20][CH3:21])[CH:13]=5)[CH:9]=[CH:10][C:5]4=[N:4][CH:3]=3)=[CH:29][C:25]=2[CH:24]=1, predict the reactants needed to synthesize it. The reactants are: Br[C:2]1[N:6]2[N:7]=[C:8]([NH:11][C:12]3[CH:17]=[CH:16][C:15]([O:18][CH3:19])=[C:14]([O:20][CH3:21])[CH:13]=3)[CH:9]=[CH:10][C:5]2=[N:4][CH:3]=1.[F:22][C:23]1[CH:40]=[CH:39][C:26]2[S:27][C:28](B3OC(C)(C)C(C)(C)O3)=[CH:29][C:25]=2[CH:24]=1.C(=O)([O-])[O-].[Na+].[Na+]. (6) Given the product [OH:12][C:3]1[N:4]=[CH:5][C:6]([C:8]([F:11])([F:10])[F:9])=[CH:7][C:2]=1[CH:23]=[O:24], predict the reactants needed to synthesize it. The reactants are: Br[C:2]1[C:3]([OH:12])=[N:4][CH:5]=[C:6]([C:8]([F:11])([F:10])[F:9])[CH:7]=1.[H-].[Na+].C([Li])(C)(C)C.CN([CH:23]=[O:24])C.